Dataset: Catalyst prediction with 721,799 reactions and 888 catalyst types from USPTO. Task: Predict which catalyst facilitates the given reaction. (1) Reactant: [OH:1][CH2:2][CH2:3][CH2:4][N:5]1[C:9](=[O:10])[C:8]2=[CH:11][CH:12]=[CH:13][CH:14]=[C:7]2[C:6]1=[O:15].N1C=CN=C1.[Si:21](Cl)([C:24]([CH3:27])([CH3:26])[CH3:25])([CH3:23])[CH3:22]. Product: [Si:21]([O:1][CH2:2][CH2:3][CH2:4][N:5]1[C:9](=[O:10])[C:8]2[C:7](=[CH:14][CH:13]=[CH:12][CH:11]=2)[C:6]1=[O:15])([C:24]([CH3:27])([CH3:26])[CH3:25])([CH3:23])[CH3:22]. The catalyst class is: 3. (2) Reactant: [N+:1]([C:4]1[CH:9]=[CH:8][C:7]([CH:10]([C:18]([O:20][C:21]([CH3:24])([CH3:23])[CH3:22])=[O:19])[C:11]([O:13][C:14]([CH3:17])([CH3:16])[CH3:15])=[O:12])=[CH:6][CH:5]=1)([O-])=O.[H-].[Na+].CI.[NH4+].[Cl-].[CH:31]([O-])=O.[NH4+]. Product: [NH2:1][C:4]1[CH:9]=[CH:8][C:7]([C:10]([CH3:31])([C:18]([O:20][C:21]([CH3:24])([CH3:23])[CH3:22])=[O:19])[C:11]([O:13][C:14]([CH3:17])([CH3:16])[CH3:15])=[O:12])=[CH:6][CH:5]=1. The catalyst class is: 354.